From a dataset of Reaction yield outcomes from USPTO patents with 853,638 reactions. Predict the reaction yield, written as a fraction of the theoretical maximum amount of product (1.0 means a 100% yield; for example, 0.34 means a 34% yield). (1) The reactants are [Cl:1][C:2]1[CH:7]=[C:6]([NH2:8])[CH:5]=[CH:4][N:3]=1.C[Al](C)C.CCCCCC.C[O:20][C:21]([C:23]1[C:28]([NH:29][C:30]([O:32][C:33]([CH3:36])([CH3:35])[CH3:34])=[O:31])=[CH:27][CH:26]=[C:25]([CH3:37])[N:24]=1)=O. The catalyst is O1CCOCC1. The product is [C:33]([O:32][C:30](=[O:31])[NH:29][C:28]1[C:23]([C:21](=[O:20])[NH:8][C:6]2[CH:5]=[CH:4][N:3]=[C:2]([Cl:1])[CH:7]=2)=[N:24][C:25]([CH3:37])=[CH:26][CH:27]=1)([CH3:36])([CH3:34])[CH3:35]. The yield is 0.730. (2) The reactants are Br[CH:2]([C:5](=O)[C:6]([CH3:9])([CH3:8])[CH3:7])[C:3]#[N:4].[NH2:11][C:12]([NH2:14])=[S:13]. No catalyst specified. The product is [NH2:14][C:12]1[S:13][C:2]([C:3]#[N:4])=[C:5]([C:6]([CH3:9])([CH3:8])[CH3:7])[N:11]=1. The yield is 0.663. (3) The reactants are [C:1]([C@H:4]1[CH2:8][CH2:7][CH2:6][N:5]1[C:9](=[O:24])[CH2:10][CH2:11][CH2:12][CH2:13][C:14]([N:16]1[CH2:20][CH2:19][CH2:18][C@@H:17]1[C:21]([OH:23])=[O:22])=[O:15])([OH:3])=[O:2].Cl[CH2:26][C:27]([NH2:29])=[O:28].[I-].[Na+].[CH2:32]([N:34](CC)CC)[CH3:33].CN(C)C=[O:42]. No catalyst specified. The product is [C:27]([CH2:26][O:22][C:21]([C@H:17]1[CH2:18][CH2:19][CH2:20][N:16]1[C:14](=[O:15])[CH2:13][CH2:12][CH2:11][CH2:10][C:9]([N:5]1[CH2:6][CH2:7][CH2:8][C@@H:4]1[C:1]([O:3][CH2:33][C:32](=[O:42])[NH2:34])=[O:2])=[O:24])=[O:23])(=[O:28])[NH2:29]. The yield is 0.440. (4) The reactants are C([O:4][C@@H:5]1[CH2:9][C@H:8]([C:10]2[N:14]3[C:15]4[CH:21]=[CH:20][N:19]([S:22]([C:25]5[CH:31]=[CH:30][C:28]([CH3:29])=[CH:27][CH:26]=5)(=[O:24])=[O:23])[C:16]=4[N:17]=[CH:18][C:13]3=[C:12]([C:32]3[CH:33]=[C:34]4[C:39](=[CH:40][CH:41]=3)[O:38][CH2:37][CH2:36][CH2:35]4)[N:11]=2)[N:7](C(=O)C)[CH2:6]1)(=O)C.Cl.C([O-])(O)=O.[Na+]. The catalyst is O1CCOCC1. The product is [O:38]1[C:39]2[C:34](=[CH:33][C:32]([C:12]3[N:11]=[C:10]([C@@H:8]4[NH:7][CH2:6][C@H:5]([OH:4])[CH2:9]4)[N:14]4[C:15]5[CH:21]=[CH:20][N:19]([S:22]([C:25]6[CH:31]=[CH:30][C:28]([CH3:29])=[CH:27][CH:26]=6)(=[O:24])=[O:23])[C:16]=5[N:17]=[CH:18][C:13]=34)=[CH:41][CH:40]=2)[CH2:35][CH2:36][CH2:37]1. The yield is 0.780. (5) The yield is 0.740. The reactants are N[C:2]1[CH:11]=[C:10]([F:12])[C:9]([CH3:13])=[CH:8][C:3]=1[C:4]([O:6][CH3:7])=[O:5].N([O-])=O.[Na+].C(OCC)(=O)C.[BrH:24]. The product is [Br:24][C:2]1[CH:11]=[C:10]([F:12])[C:9]([CH3:13])=[CH:8][C:3]=1[C:4]([O:6][CH3:7])=[O:5]. The catalyst is [Cu]Br. (6) The reactants are Cl.C(N=C=NCCCN(C)C)C.Cl.[O:14]=[C:15]1[CH:20]=[C:19]([C:21]2[C:30]3[C:25](=[CH:26][C:27]([O:36][CH3:37])=[C:28]4[O:33][C:32]([CH3:35])([CH3:34])[CH2:31][C:29]4=3)[CH2:24][C:23]([CH3:39])([CH3:38])[N:22]=2)[CH:18]=[CH:17][N:16]1[CH2:40][C:41]1[CH:49]=[CH:48][C:44]([C:45]([OH:47])=O)=[CH:43][CH:42]=1.[NH2:50][C:51]1[CH:56]=[CH:55][N:54]=[CH:53][CH:52]=1.O.ON1C2C=CC=CC=2N=N1. The catalyst is CN(C)C=O. The product is [O:14]=[C:15]1[CH:20]=[C:19]([C:21]2[C:30]3[C:25](=[CH:26][C:27]([O:36][CH3:37])=[C:28]4[O:33][C:32]([CH3:35])([CH3:34])[CH2:31][C:29]4=3)[CH2:24][C:23]([CH3:39])([CH3:38])[N:22]=2)[CH:18]=[CH:17][N:16]1[CH2:40][C:41]1[CH:49]=[CH:48][C:44]([C:45]([NH:50][C:51]2[CH:56]=[CH:55][N:54]=[CH:53][CH:52]=2)=[O:47])=[CH:43][CH:42]=1. The yield is 0.120. (7) The reactants are Cl[C:2]1[N:7]=[N:6][C:5]([C:8]([C:10]2[CH:15]=[CH:14][N:13]=[CH:12][CH:11]=2)=[O:9])=[C:4]([CH3:16])[C:3]=1[CH3:17].[CH3:18][C@@H:19]1[CH2:24][NH:23][CH2:22][CH2:21][NH:20]1. No catalyst specified. The product is [CH3:16][C:4]1[C:3]([CH3:17])=[C:2]([N:23]2[CH2:22][CH2:21][NH:20][C@H:19]([CH3:18])[CH2:24]2)[N:7]=[N:6][C:5]=1[C:8]([C:10]1[CH:15]=[CH:14][N:13]=[CH:12][CH:11]=1)=[O:9]. The yield is 0.830.